Dataset: Retrosynthesis with 50K atom-mapped reactions and 10 reaction types from USPTO. Task: Predict the reactants needed to synthesize the given product. (1) Given the product CCCCCC(O)CCc1ccc(CCCCCCCC(=O)O)o1, predict the reactants needed to synthesize it. The reactants are: CCCCCC(O)CCc1ccc(CCCCCCCC(=O)OCC)o1. (2) Given the product O=C1c2ccccc2C(=O)N1CCCN1c2ccccc2C(c2ccccc2)=Nc2cccnc21, predict the reactants needed to synthesize it. The reactants are: O=C1c2ccccc2C(=O)N1CCCBr.c1ccc(C2=Nc3cccnc3Nc3ccccc32)cc1. (3) Given the product CNC(=O)c1cc(Oc2ccc(CC(=O)Nc3ccc(Cl)c(C(F)(F)F)c3)cc2C)ccn1, predict the reactants needed to synthesize it. The reactants are: CNC(=O)c1cc(Cl)ccn1.Cc1cc(CC(=O)Nc2ccc(Cl)c(C(F)(F)F)c2)ccc1O. (4) Given the product CC(C)C(=O)N[C@H]1CC[C@H](C(=O)N2CCN(C(C)C)CC2)CC1, predict the reactants needed to synthesize it. The reactants are: CC(C)C(=O)Cl.CC(C)N1CCN(C(=O)[C@H]2CC[C@H](N)CC2)CC1.